Dataset: Forward reaction prediction with 1.9M reactions from USPTO patents (1976-2016). Task: Predict the product of the given reaction. (1) Given the reactants Br[CH:2]1[CH2:17][CH2:16][C:5]2=[C:6]([C:11]([O:13][CH2:14][CH3:15])=[O:12])[S:7][C:8]([S:9][CH3:10])=[C:4]2[C:3]1=O.[C:19]([NH2:22])(=[S:21])[CH3:20], predict the reaction product. The product is: [CH3:20][C:19]1[S:21][C:2]2[CH2:17][CH2:16][C:5]3=[C:6]([C:11]([O:13][CH2:14][CH3:15])=[O:12])[S:7][C:8]([S:9][CH3:10])=[C:4]3[C:3]=2[N:22]=1. (2) Given the reactants [OH:1][C:2]1[C:9]([CH3:10])=[CH:8][C:5]([C:6]#[N:7])=[CH:4][C:3]=1[CH3:11].[CH3:12][C:13]1([CH3:20])[O:17][C@H:16]([CH2:18]O)[CH2:15][O:14]1.C1(P(C2C=CC=CC=2)C2C=CC=CC=2)C=CC=CC=1.N(C(OCC)=O)=NC(OCC)=O, predict the reaction product. The product is: [CH3:12][C:13]1([CH3:20])[O:17][C@H:16]([CH2:18][O:1][C:2]2[C:3]([CH3:11])=[CH:4][C:5]([C:6]#[N:7])=[CH:8][C:9]=2[CH3:10])[CH2:15][O:14]1. (3) Given the reactants [C:1]([OH:8])(=[O:7])/[CH:2]=[CH:3]\[C:4]([OH:6])=[O:5].[CH3:9][CH2:10][CH2:11][CH2:12][CH2:13][NH:14][C:15]([NH:17]/[N:18]=[CH:19]/[C:20]1[C:24]2[CH:25]=[C:26]([O:29][CH3:30])[CH:27]=[CH:28][C:23]=2[NH:22][CH:21]=1)=[NH:16], predict the reaction product. The product is: [CH3:9][CH2:10][CH2:11][CH2:12][CH2:13][NH:14][C:15]([NH:17]/[N:18]=[CH:19]/[C:20]1[C:24]2[CH:25]=[C:26]([O:29][CH3:30])[CH:27]=[CH:28][C:23]=2[NH:22][CH:21]=1)=[NH:16].[CH:2](/[C:1]([OH:8])=[O:7])=[CH:3]/[C:4]([OH:6])=[O:5]. (4) Given the reactants [C:1]([O:5][C:6]([NH:8][C:9]1([C:15]([OH:17])=O)[CH2:14][CH2:13][CH2:12][CH2:11][CH2:10]1)=[O:7])([CH3:4])([CH3:3])[CH3:2].Cl.[F:19][C:20]1[CH:31]=[C:30]2[C:23]([NH:24][CH:25]=[C:26]2[CH2:27][CH2:28][NH2:29])=[CH:22][CH:21]=1.C(N(C(C)C)CC)(C)C.F[P-](F)(F)(F)(F)F.N1(OC(N(C)C)=[N+](C)C)C2N=CC=CC=2N=N1, predict the reaction product. The product is: [F:19][C:20]1[CH:31]=[C:30]2[C:23](=[CH:22][CH:21]=1)[NH:24][CH:25]=[C:26]2[CH2:27][CH2:28][NH:29][C:15]([C:9]1([NH:8][C:6](=[O:7])[O:5][C:1]([CH3:2])([CH3:3])[CH3:4])[CH2:10][CH2:11][CH2:12][CH2:13][CH2:14]1)=[O:17].